Dataset: Human Reference Interactome with 51,813 positive PPI pairs across 8,248 proteins, plus equal number of experimentally-validated negative pairs. Task: Binary Classification. Given two protein amino acid sequences, predict whether they physically interact or not. (1) Protein 1 (ENSG00000128536) has sequence MQEAIILLALLGAMSGGEALHLILLPATGNVAENSPPGTSVHKFSVKLSASLSPVIPGFPQIVNSNPLTEAFRVNWLSGTYFEVVTTGMEQLDFETGPNIFDLQIYVKDEVGVTDLQVLTVQVTDVNEPPQFQGNLAEGLHLYIVERANPGFIYQVEAFDPEDTSRNIPLSYFLISPPKSFRMSANGTLFSTTELDFEAGHRSFHLIVEVRDSGGLKASTELQVNIVNLNDEVPRFTSPTRVYTVLEELSPGTIVANITAEDPDDEGFPSHLLYSITTVSKYFMINQLTGTIQVAQRIDR.... Protein 2 (ENSG00000162763) has sequence MSLASGPGPGWLLFSFGMGLVSGSKCPNNCLCQAQEVICTGKQLTEYPLDIPLNTRRLFLNENRITSLPAMHLGLLSDLVYLDCQNNRIREVMDYTFIGVFKLIYLDLSSNNLTSISPFTFSVLSNLVQLNIANNPHLLSLHKFTFANTTSLRYLDLRNTGLQTLDSAALYHLTTLETLFLSGNPWKCNCSFLDFAIFLIVFHMDPSDDLNATCVEPTELTGWPITRVGNPLRYMCITHLDHKDYIFLLLIGFCIFAAGTVAAWLTGVCAVLYQNTRHKSSEEDEDEAGTRVEVSRRIFQ.... Result: 0 (the proteins do not interact). (2) Protein 1 (ENSG00000106246) has sequence MDFVRLARLFARARPMGLFILQHLDPCRARWAGGREGLMRPMWAPFSSSSSQLPLGQERQENTGSLGSDPSHSNSTATQEEDEEEEESFGTLSDKYSSRRLFRKSAAQFHNLRFGERRDEQMEPEPKLWRGRRNTPYWYFLQCKHLIKEGKLVEALDLFERQMLKEERLQPMESNYTVLIGGCGRVGYLKKAFNLYNQMKKRDLEPSDATYTALFNVCAESPWKDSALQSALKLRQQLQAKNFELNLKTYHALLKMAAKCADLRMCLDVFKEIIHKGHVVTEETFSFLLMGCIQDKKTGF.... Protein 2 (ENSG00000165804) has sequence MEGSRPRAPSGHLAPSPPAFDGELDLQRYSNGPAVSAGSLGMGAVSWSESRAGERRFPCPVCGKRFRFNSILALHLRAHPGAQAFQCPHCGHRAAQRALLRSHLRTHQPERPRSPAARLLLELEERALLREARLGRARSSGGMQATPATEGLARPQAPSSSAFRCPYCKGKFRTSAERERHLHILHRPWKCGLCSFGSSQEEELLHHSLTAHGAPERPLAATSAAPPPQPQPQPPPQPEPRSVPQPEPEPEPEREATPTPAPAAPEEPPAPPEFRCQVCGQSFTQSWFLKGHMRKHKASF.... Result: 0 (the proteins do not interact). (3) Protein 1 (ENSG00000160888) has sequence MEVQKEAQRIMTLSVWKMYHSRMQRGGLRLHRSLQLSLVMRSARELYLSAKVEALEPEVSLPAALPSDPRLHPPREAESTAETATPDGEHPFPEPMDTQEAPTAEETSACCAPRPAKVSRKRRSSSLSDGGDAGLVPSKKARLEEKEEEEGASSEVADRLQPPPAQAEGAFPNLARVLQRRFSGLLNCSPAAPPTAPPACEAKPACRPADSMLNVLVRAVVAF*. Protein 2 (ENSG00000137656) has sequence MAAAPPLSKAEYLKRYLSGADAGVDRGSESGRKRRKKRPKPGGAGGKGMRIVDDDVSWTAISTTKLEKEEEEDDGDLPVVAEFVDERPEEVKQMEAFRSSAKWKLLGGHNEDLPSNRHFRHDTPDSSPRRVRHGTPDPSPRKDRHDTPDPSPRRARHDTPDPSPLRGARHDSDTSPPRRIRHDSSDTSPPRRARHDSPDPSPPRRPQHNSSGASPRRVRHDSPDPSPPRRARHGSSDISSPRRVHNNSPDTSRRTLGSSDTQQLRRARHDSPDLAPNVTYSLPRTKSGKAPERASSKTSP.... Result: 0 (the proteins do not interact). (4) Protein 1 (ENSG00000134215) has sequence MEPWKQCAQWLIHCKVLPTNHRVTWDSAQVFDLAQTLRDGVLLCQLLNNLRAHSINLKEINLRPQMSQFLCLKNIRTFLTACCETFGMRKSELFEAFDLFDVRDFGKVIETLSRLSRTPIALATGIRPFPTEESINDEDIYKGLPDLIDETLVEDEEDLYDCVYGEDEGGEVYEDLMKAEEAHQPKCPENDIRSCCLAEIKQTEEKYTETLESIEKYFMAPLKRFLTAAEFDSVFINIPELVKLHRNLMQEIHDSIVNKNDQNLYQVFINYKERLVIYGQYCSGVESAISSLDYISKTKE.... Protein 2 (ENSG00000185818) has sequence MHCGPPDMVCETKIVAAEDHEALPGAKKDALLAAAGAMWPPLPAAPGPAAAPPAPPPAPVAQPHGGAGGAGPPGGRGVCIREFRAAEQEAARRIFYDGIMERIPNTAFRGLRQHPRAQLLYALLAALCFAVSRSLLLTCLVPAALLGLRYYYSRKVIRAYLECALHTDMADIEQYYMKPPGSCFWVAVLDGNVVGIVAARAHEEDNTVELLRMSVDSRFRGKGIAKALGRKVLEFAVVHNYSAVVLGTTAVKVAAHKLYESLGFRHMGASDHYVLPGMTLSLAERLFFQVRYHRYRLQLR.... Result: 0 (the proteins do not interact). (5) Protein 1 (ENSG00000110245) has sequence MQPRVLLVVALLALLASARASEAEDASLLSFMQGYMKHATKTAKDALSSVQESQVAQQARGWVTDGFSSLKDYWSTVKDKFSEFWDLDPEVRPTSAVAA*MGTWGAPHRTLPCRNRGAMQPRVLLVVALLALLASARASEAEDASLLSFMQGYMKHATKTAKDALSSVQESQVAQQARGWVTDGFSSLKDYWSTVKDKFSEFWDLDPEVRPTSAVAA*MQPRVLLVVALLALLASARASEAEDASLLSFMQGYMKHATKTAKDALSSVQESQV. Protein 2 (ENSG00000161328) has sequence MDLGWDRSRGPRRSTSSVRVRELSWQGLHNPCPQSKGPGSQRDRLGEQLVEEYLSPARLQALARVDDLRLVRTLEMCVDTREGSLGNFGVHLPNLDQLKLNGSHLGSLRDLGTSLGHLQVLWLARCGLADLDGIASLPALKELYASYNNISDLSPLCLLEQLEVLDLEGNSVEDLGQVRYLQLCPRLAMLTLEGNLVCLQPAPGPTNKVPRGYNYRAEVRKLIPQLQVLDEVPAAHTGPPAPPRLSQDWLAVKEAIKKGNGLPPLDCPRGAPIRRLDPELSLPETQSRASRPWPFSLLVR.... Result: 0 (the proteins do not interact). (6) Protein 1 (ENSG00000169347) has sequence MPHLMERMVGSGLLWLALVSCILTQASAVQRGYGNPIEASSYGLDLDCGAPGTPEAHVCFDPCQNYTLLDEPFRSTENSAGSQGCDKNMSGWYRFVGEGGVRMSETCVQVHRCQTDAPMWLNGTHPALGDGITNHTACAHWSGNCCFWKTEVLVKACPGGYHVYRLEGTPWCNLRYCTDPSTVEDKCEKACRPEEECLALNSTWGCFCRQDLNSSDVHSLQPQLDCGPREIKVKVDKCLLGGLGLGEEVIAYLRDPNCSSILQTEERNWVSVTSPVQASACRNILERNQTHAIYKNTLSL.... Protein 2 (ENSG00000158805) has sequence MGHCRLCHGKFSSRSLRSISERAPGASMERPSAEERVLVRDFQRLLGVAVRQDPTLSPFVCKSCHAQFYQCHSLLKSFLQRVNASPAGRRKPCAKVGAQPPTGAEEGACLVDLITSSPQCLHGLVGWVHGHAASCGALPHLQRTLSSEYCGVIQVVWGCDQGHDYTMDTSSSCKAFLLDSALAVKWPWDKETAPRLPQHRGWNPGDAPQTSQGRGTGTPVGAETKTLPSTDVAQPPSDSDAVGPRSGFPPQPSLPLCRAPGQLGEKQLPSSTSDDRVKDEFSDLSEGDVLSEDENDKKQN.... Result: 0 (the proteins do not interact). (7) Protein 1 (ENSG00000112335) has sequence MAETVADTRRLITKPQNLNDAYGPPSNFLEIDVSNPQTVGVGRGRFTTYEIRVKTNLPIFKLKESTVRRRYSDFEWLRSELERESKVVVPPLPGKAFLRQLPFRGDDGIFDDNFIEERKQGLEQFINKVAGHPLAQNERCLHMFLQDEIIDKSYTPSKIRHA*MAETVADTRRLITKPQNLNDAYGPPSNFLEIDVSNPQTVGVGRGRFTTYEIRVKTNLPIFKLKESTVRRRYSDFEWLRSELERESKPCLRMTSEARSHGRTWCAQNDEKLFCD*MAETVADTRRLITKPQNLNDAYG.... Protein 2 (ENSG00000215595) has sequence MYKSKIPRAQNQVSVKVTPKNTEMKIAEEPSPSLGQTLEWLRKELSEMQIQDQSLLLTLRHLHSVLEELRADSAHWEDARSSGGTSPIRARAGSEGRGCQPVCSRGLAQLLRGEDSRRSSLP*. Result: 0 (the proteins do not interact). (8) Protein 1 (ENSG00000178935) has sequence MAAAALRFPVQGTVTFEDVAVKFTQEEWNLLSEAQRCLYRDVTLENLALMSSLGCWCGVEDEAAPSKQSIYIQRETQVRTPMAGVSPKKAHPCEMCGPILGDILHVADHQGTHHKQKLHRCEAWGNKLYDSGNFHQHQNEHIGEKPYRGSVEEALFAKRCKLHVSGESSVFSESGKDFLLRSGLLQQEATHTGKSNSKTECVSLFHGGKSHYSCGGCMKHFSTKDILSQHERLLPTEEPSVWCECGKSSSKYDSFSNHQGVHTREKPYTCGICGKLFNSKSHLLVHQRIHTGEKPYECEV.... Protein 2 (ENSG00000179151) has sequence MATDWLGSIVSINCGDSLGVYQGRVSAVDQVSQTISLTRPFHNGVKCLVPEVTFRAGDITELKILEIPGPGDNQHFGDLHQTELGPSGAGCQVGINQNGTGKFVKKPASSSSAPQNIPKRTDVKSQDVAVSPQQQQCSKSYVDRHMESLSQSKSFRRRHNSWSSSSRHPNQATPKKSGLKNGQMKNKDDECFGDDIEEIPDTDFDFEGNLALFDKAAVFEEIDTYERRSGTRSRGIPNERPTRYRHDENILESEPIVYRRIIVPHNVSKEFCTDSGLVVPSISYELHKKLLSVAEKHGLT.... Result: 0 (the proteins do not interact). (9) Protein 1 (ENSG00000068028) has sequence MGEAEAPSFEMTWSSTTSSGYCSQEDSDSELEQYFTARTSLARRPRRDQDEPVEWETPDLSQAEIEQKIKEYNAQINSNLFMSLNKDGSYTGFIKVQLKLVRPVSVPSSKKPPSLQDARRGPGRGTSVRRRTSFYLPKDAVKHLHVLSRTRAREVIEALLRKFLVVDDPRKFALFERAERHGQVYLRKLLDDEQPLRLRLLAGPSDKALSFVLKENDSGEVNWDAFSMPELHNFLRILQREEEEHLRQILQKYSYCRQKIQEALHACPLG*MSGEPELIELRELAPAGRAGKGRTRLERA.... Protein 2 (ENSG00000166847) has sequence MELGELLYNKSEYIETASGNKVSRQSVLCGSQNIVLNGKTIVMNDCIIRGDLANVRVGRHCVVKSRSVIRPPFKKFSKGVAFFPLHIGDHVFIEEDCVVNAAQIGSYVHVGKNCVIGRRCVLKDCCKILDNTVLPPETVVPPFTVFSGCPGLFSGELPECTQELMIDVTKSYYQKFLPLTQV*MNDCIIRGDLANVRVGRHCVVKSRSVIRPPFKKFSKGVAFFPLHIGDHVFIEEDCVVNAAQIGSYVHVGKNCVIGRRCVLKDCCKILDNTVLPPETVVPMELGELLYNKSEYIETAS.... Result: 0 (the proteins do not interact). (10) Protein 1 (ENSG00000184937) has sequence LDFLLLQDPASTCVPEPASQHTLRSGPGCLQQPEQQGVRDPGGIWAKLGAAEASAERLQGRRSRGASGSEPQQMGSDVRDLNALLPAVPSLGGGGGCALPVSGAAQWAPVLDFAPPGASAYGSLGGPAPPPAPPPPPPPPPHSFIKQEPSWGGAEPHEEQCLSAFTVHFSGQFTGTAGACRYGPFGPPPPSQASSGQARMFPNAPYLPSCLESQPAIRNQGYSTVTFDGTPSYGHTPSHHAAQFPNHSFKHEDPMGQQGSLGEQQYSVPPPVYGCHTPTDSCTGSQALLLRTPYSSDNLY.... Protein 2 (ENSG00000178988) has sequence MRPLDIDEVEAPEEVEVLEPEEDFEQFLLPVINEMREDIASLIREHGRAYLRTRSKLWEMDNMLIQIKTQVEASEESALNHVQHPSGEADERVSELCEKAEEKAKEIAKMAEMLVELVWRIERSESS*. Result: 0 (the proteins do not interact).